From a dataset of NCI-60 drug combinations with 297,098 pairs across 59 cell lines. Regression. Given two drug SMILES strings and cell line genomic features, predict the synergy score measuring deviation from expected non-interaction effect. (1) Drug 1: CC1=C2C(C(=O)C3(C(CC4C(C3C(C(C2(C)C)(CC1OC(=O)C(C(C5=CC=CC=C5)NC(=O)OC(C)(C)C)O)O)OC(=O)C6=CC=CC=C6)(CO4)OC(=O)C)OC)C)OC. Drug 2: CC1=C(C(CCC1)(C)C)C=CC(=CC=CC(=CC(=O)O)C)C. Cell line: MDA-MB-435. Synergy scores: CSS=70.2, Synergy_ZIP=8.15, Synergy_Bliss=6.38, Synergy_Loewe=-20.9, Synergy_HSA=6.29. (2) Drug 1: CC1OCC2C(O1)C(C(C(O2)OC3C4COC(=O)C4C(C5=CC6=C(C=C35)OCO6)C7=CC(=C(C(=C7)OC)O)OC)O)O. Drug 2: CN(C)N=NC1=C(NC=N1)C(=O)N. Cell line: HCT-15. Synergy scores: CSS=53.6, Synergy_ZIP=0.803, Synergy_Bliss=4.02, Synergy_Loewe=-24.3, Synergy_HSA=3.90. (3) Drug 1: CN(C)N=NC1=C(NC=N1)C(=O)N. Drug 2: C#CCC(CC1=CN=C2C(=N1)C(=NC(=N2)N)N)C3=CC=C(C=C3)C(=O)NC(CCC(=O)O)C(=O)O. Cell line: SR. Synergy scores: CSS=-6.53, Synergy_ZIP=-7.72, Synergy_Bliss=-23.4, Synergy_Loewe=-46.0, Synergy_HSA=-22.3. (4) Drug 1: CC12CCC3C(C1CCC2O)C(CC4=C3C=CC(=C4)O)CCCCCCCCCS(=O)CCCC(C(F)(F)F)(F)F. Drug 2: CC(C)(C#N)C1=CC(=CC(=C1)CN2C=NC=N2)C(C)(C)C#N. Cell line: K-562. Synergy scores: CSS=3.82, Synergy_ZIP=-3.43, Synergy_Bliss=-6.20, Synergy_Loewe=-8.23, Synergy_HSA=-4.94.